Dataset: Forward reaction prediction with 1.9M reactions from USPTO patents (1976-2016). Task: Predict the product of the given reaction. (1) Given the reactants [CH3:1][N:2]1[CH:6]=[C:5]([N+:7]([O-])=O)[N:4]=[CH:3]1.[Cl:10][C:11]1[N:12]=[C:13](Cl)[C:14]2[CH:20]=[CH:19][C:18]([C:21]([F:24])([F:23])[F:22])=[N:17][C:15]=2[N:16]=1, predict the reaction product. The product is: [Cl:10][C:11]1[N:12]=[C:13]([NH:7][C:5]2[N:4]=[CH:3][N:2]([CH3:1])[CH:6]=2)[C:14]2[CH:20]=[CH:19][C:18]([C:21]([F:23])([F:24])[F:22])=[N:17][C:15]=2[N:16]=1. (2) Given the reactants F[C:2]1[CH:7]=[CH:6][CH:5]=[C:4](F)[N:3]=1.[Cl:9][C:10]1[C:18]2[C:13](=[CH:14][CH:15]=[CH:16][CH:17]=2)[NH:12][N:11]=1.[Cl:19][C:20]1[CH:26]=[CH:25][C:23]([NH2:24])=[CH:22][CH:21]=1, predict the reaction product. The product is: [Cl:9][C:10]1[C:18]2[C:13](=[CH:14][CH:15]=[CH:16][CH:17]=2)[N:12]([C:4]2[N:3]=[C:2]([NH:24][C:23]3[CH:25]=[CH:26][C:20]([Cl:19])=[CH:21][CH:22]=3)[CH:7]=[CH:6][CH:5]=2)[N:11]=1. (3) Given the reactants [O:1]=[C:2]1[CH2:11][CH2:10][C:9]2[C:4](=[CH:5][C:6]([C:12]([O:14][CH2:15][CH2:16][CH2:17][CH2:18][N:19]3[CH2:24][CH2:23][N:22]([C:25]4[CH:30]=[CH:29][CH:28]=[CH:27][C:26]=4[O:31][CH3:32])[CH2:21][CH2:20]3)=[O:13])=[CH:7][CH:8]=2)[NH:3]1.[ClH:33], predict the reaction product. The product is: [ClH:33].[O:1]=[C:2]1[CH2:11][CH2:10][C:9]2[C:4](=[CH:5][C:6]([C:12]([O:14][CH2:15][CH2:16][CH2:17][CH2:18][N:19]3[CH2:24][CH2:23][N:22]([C:25]4[CH:30]=[CH:29][CH:28]=[CH:27][C:26]=4[O:31][CH3:32])[CH2:21][CH2:20]3)=[O:13])=[CH:7][CH:8]=2)[NH:3]1. (4) Given the reactants [Cl:1][C:2]1[CH:7]=[CH:6][C:5]([NH:8][C:9](=[NH:13])[CH2:10][CH2:11][CH3:12])=[CH:4][CH:3]=1.Br[CH2:15][C:16](=O)[C:17]([O:19][CH2:20][CH3:21])=[O:18], predict the reaction product. The product is: [Cl:1][C:2]1[CH:3]=[CH:4][C:5]([N:8]2[CH:15]=[C:16]([C:17]([O:19][CH2:20][CH3:21])=[O:18])[N:13]=[C:9]2[CH2:10][CH2:11][CH3:12])=[CH:6][CH:7]=1.